This data is from Forward reaction prediction with 1.9M reactions from USPTO patents (1976-2016). The task is: Predict the product of the given reaction. (1) Given the reactants [CH3:1][N:2]1[CH2:7][CH2:6][N:5]([CH2:8][C:9]2[CH:17]=[CH:16][C:12]([C:13]([OH:15])=O)=[CH:11][CH:10]=2)[CH2:4][CH2:3]1.CCN(C(C)C)C(C)C.[Cl:27][C:28]1[CH:33]=[C:32]([C:34]2[CH:35]=[N:36][CH:37]=[CH:38][CH:39]=2)[CH:31]=[CH:30][C:29]=1[C:40]1[S:44][C:43]([NH2:45])=[N:42][CH:41]=1, predict the reaction product. The product is: [Cl:27][C:28]1[CH:33]=[C:32]([C:34]2[CH:35]=[N:36][CH:37]=[CH:38][CH:39]=2)[CH:31]=[CH:30][C:29]=1[C:40]1[S:44][C:43]([NH:45][C:13](=[O:15])[C:12]2[CH:11]=[CH:10][C:9]([CH2:8][N:5]3[CH2:4][CH2:3][N:2]([CH3:1])[CH2:7][CH2:6]3)=[CH:17][CH:16]=2)=[N:42][CH:41]=1. (2) Given the reactants [CH:1](NC(C)C)(C)C.[Li]CCCC.CN(P(N(C)C)(N(C)C)=O)C.[Cl:24][C:25]1[CH:30]=[CH:29][CH:28]=[CH:27][C:26]=1[CH2:31][C:32]([OH:34])=[O:33].Cl, predict the reaction product. The product is: [Cl:24][C:25]1[CH:30]=[CH:29][CH:28]=[CH:27][C:26]=1[CH:31]([CH3:1])[C:32]([OH:34])=[O:33]. (3) Given the reactants Br[C:2]1[CH:3]=[C:4]([F:28])[C:5]([N:19]([CH2:24][CH:25]([CH3:27])[CH3:26])[CH2:20][CH:21]([CH3:23])[CH3:22])=[C:6]([NH:8][C:9]([NH:11][C:12]2[CH:17]=[CH:16][C:15]([CH3:18])=[CH:14][CH:13]=2)=[O:10])[CH:7]=1.[C:29]([C:32]1[CH:37]=[CH:36][CH:35]=[CH:34][C:33]=1B(O)O)([OH:31])=[O:30], predict the reaction product. The product is: [CH2:20]([N:19]([CH2:24][CH:25]([CH3:27])[CH3:26])[C:5]1[C:6]([NH:8][C:9]([NH:11][C:12]2[CH:17]=[CH:16][C:15]([CH3:18])=[CH:14][CH:13]=2)=[O:10])=[CH:7][C:2]([C:33]2[C:32]([C:29]([OH:31])=[O:30])=[CH:37][CH:36]=[CH:35][CH:34]=2)=[CH:3][C:4]=1[F:28])[CH:21]([CH3:23])[CH3:22].